This data is from Forward reaction prediction with 1.9M reactions from USPTO patents (1976-2016). The task is: Predict the product of the given reaction. Given the reactants [NH2:1][C:2]1[C:7]2[C:8]([C:11]3[CH:16]=[CH:15][C:14]([NH:17][C:18]([C:20]4[N:21]([CH3:29])[C:22]5[C:27]([CH:28]=4)=[CH:26][CH:25]=[CH:24][CH:23]=5)=[O:19])=[C:13]([O:30][CH3:31])[CH:12]=3)=[CH:9][S:10][C:6]=2[C:5]([C:32]([OH:34])=O)=[CH:4][N:3]=1.[CH2:35]([N:37]([CH2:40]C)[CH2:38]C)[CH3:36].C[N:43](C)C=O, predict the reaction product. The product is: [NH2:1][C:2]1[C:7]2[C:8]([C:11]3[CH:16]=[CH:15][C:14]([NH:17][C:18]([C:20]4[N:21]([CH3:29])[C:22]5[C:27]([CH:28]=4)=[CH:26][CH:25]=[CH:24][CH:23]=5)=[O:19])=[C:13]([O:30][CH3:31])[CH:12]=3)=[CH:9][S:10][C:6]=2[C:5]([C:32]([NH:43][CH2:36][CH2:35][N:37]([CH3:40])[CH3:38])=[O:34])=[CH:4][N:3]=1.